From a dataset of Reaction yield outcomes from USPTO patents with 853,638 reactions. Predict the reaction yield, written as a fraction of the theoretical maximum amount of product (1.0 means a 100% yield; for example, 0.34 means a 34% yield). (1) The reactants are [Br:1][C:2]1[CH:3]=[C:4]([CH2:8][CH2:9][OH:10])[CH:5]=[CH:6][CH:7]=1.CC(OI1(OC(C)=O)(OC(C)=O)OC(=O)C2C=CC=CC1=2)=O.S([O-])([O-])(=O)=S.[Na+].[Na+].C([O-])(O)=O.[Na+]. The catalyst is C(Cl)Cl. The product is [Br:1][C:2]1[CH:3]=[C:4]([CH2:8][CH:9]=[O:10])[CH:5]=[CH:6][CH:7]=1. The yield is 0.840. (2) The reactants are Br[C:2]1[N:6]=[CH:5][N:4]([C:7]2[CH:12]=[CH:11][C:10]([O:13][C:14]([F:17])([F:16])[F:15])=[CH:9][CH:8]=2)[N:3]=1.CC1(C)C(C)(C)OB([C:26]2[CH:43]=[CH:42][C:29]([CH2:30][NH:31][C:32](=[O:41])[O:33][CH2:34][C:35]3[CH:40]=[CH:39][CH:38]=[CH:37][CH:36]=3)=[CH:28][CH:27]=2)O1.P([O-])([O-])([O-])=O.[K+].[K+].[K+].O1CCOCC1. The catalyst is [Cl-].[Na+].O.O. The product is [F:15][C:14]([F:17])([F:16])[O:13][C:10]1[CH:11]=[CH:12][C:7]([N:4]2[CH:5]=[N:6][C:2]([C:26]3[CH:43]=[CH:42][C:29]([CH2:30][NH:31][C:32](=[O:41])[O:33][CH2:34][C:35]4[CH:36]=[CH:37][CH:38]=[CH:39][CH:40]=4)=[CH:28][CH:27]=3)=[N:3]2)=[CH:8][CH:9]=1. The yield is 0.560. (3) The reactants are I[C:2]1[CH:7]=[CH:6][C:5]([C:8]2[N:13]=[C:12]([S:14][CH3:15])[N:11]3[N:16]=[CH:17][CH:18]=[C:10]3[CH:9]=2)=[CH:4][CH:3]=1.[C:19]1(B(O)O)[CH:24]=[CH:23][CH:22]=[CH:21][CH:20]=1.C(=O)([O-])[O-].[Na+].[Na+]. The catalyst is C(COC)OC.C(OCC)(=O)C.Cl[Pd](Cl)([P](C1C=CC=CC=1)(C1C=CC=CC=1)C1C=CC=CC=1)[P](C1C=CC=CC=1)(C1C=CC=CC=1)C1C=CC=CC=1. The product is [C:2]1([C:19]2[CH:24]=[CH:23][CH:22]=[CH:21][CH:20]=2)[CH:7]=[CH:6][C:5]([C:8]2[N:13]=[C:12]([S:14][CH3:15])[N:11]3[N:16]=[CH:17][CH:18]=[C:10]3[CH:9]=2)=[CH:4][CH:3]=1. The yield is 0.500. (4) The reactants are C[O-].[Na+].[C:4]([O:11][CH2:12][CH3:13])(=[O:10])[C:5]([O:7]CC)=O.[CH3:14][C:15]([CH3:17])=[O:16].Cl[C:19](=[N:25]O)[C:20]([O:22][CH2:23][CH3:24])=[O:21]. The catalyst is C(O)C. The product is [CH2:12]([O:11][C:4](=[O:10])[C:5]([C:14]1[C:19]([C:20]([O:22][CH2:23][CH3:24])=[O:21])=[N:25][O:16][C:15]=1[CH3:17])=[O:7])[CH3:13]. The yield is 0.900.